Dataset: Full USPTO retrosynthesis dataset with 1.9M reactions from patents (1976-2016). Task: Predict the reactants needed to synthesize the given product. (1) Given the product [OH:36][C:35]1[C:26]([CH:2]2[C:10]3[CH:9]=[C:8]4[O:11][CH2:12][CH2:13][O:14][C:7]4=[CH:6][C:5]=3[N:4]([CH2:15][C:16]3[O:17][C:18]([C:21]([F:24])([F:23])[F:22])=[CH:19][CH:20]=3)[C:3]2=[O:25])=[CH:27][C:28]2[O:33][CH2:32][CH2:31][O:30][C:29]=2[CH:34]=1, predict the reactants needed to synthesize it. The reactants are: O[C:2]1([C:26]2[C:35]([OH:36])=[CH:34][C:29]3[O:30][CH2:31][CH2:32][O:33][C:28]=3[CH:27]=2)[C:10]2[CH:9]=[C:8]3[O:11][CH2:12][CH2:13][O:14][C:7]3=[CH:6][C:5]=2[N:4]([CH2:15][C:16]2[O:17][C:18]([C:21]([F:24])([F:23])[F:22])=[CH:19][CH:20]=2)[C:3]1=[O:25].OC1(C2C(O)=CC3OCCC=3C=2)C2C=C3OCCOC3=CC=2N(CC2OC(C(F)(F)F)=CC=2)C1=O. (2) Given the product [NH:11]1[C:10]2[CH:12]=[CH:13][CH:14]=[CH:15][C:9]=2[N:8]=[C:7]1[CH:4]1[CH2:3][CH2:2][N:1]([CH2:18][CH:17]([OH:16])[CH2:19][N:20]2[C:28]3[CH2:27][CH2:26][N:25]([C:29](=[O:31])[CH3:30])[CH2:24][C:23]=3[C:22]([C:32]3[CH:37]=[CH:36][C:35]([C:38]([F:41])([F:40])[F:39])=[CH:34][CH:33]=3)=[N:21]2)[CH2:6][CH2:5]1, predict the reactants needed to synthesize it. The reactants are: [NH:1]1[CH2:6][CH2:5][CH:4]([C:7]2[NH:11][C:10]3[CH:12]=[CH:13][CH:14]=[CH:15][C:9]=3[N:8]=2)[CH2:3][CH2:2]1.[O:16]1[CH2:18][CH:17]1[CH2:19][N:20]1[C:28]2[CH2:27][CH2:26][N:25]([C:29](=[O:31])[CH3:30])[CH2:24][C:23]=2[C:22]([C:32]2[CH:37]=[CH:36][C:35]([C:38]([F:41])([F:40])[F:39])=[CH:34][CH:33]=2)=[N:21]1. (3) Given the product [CH3:1][O:2][C:3]1[CH:4]=[C:5]2[C:10](=[CH:11][C:12]=1[O:13][CH2:36][CH:38]1[CH2:39][O:40]1)[N:9]=[CH:8][CH:7]=[C:6]2[O:14][C:15]1[C:16]([C:23]2[CH:28]=[CH:27][CH:26]=[C:25]([CH3:29])[N:24]=2)=[N:17][C:18]([CH3:22])=[C:19]([CH3:21])[CH:20]=1, predict the reactants needed to synthesize it. The reactants are: [CH3:1][O:2][C:3]1[CH:4]=[C:5]2[C:10](=[CH:11][C:12]=1[OH:13])[N:9]=[CH:8][CH:7]=[C:6]2[O:14][C:15]1[C:16]([C:23]2[CH:28]=[CH:27][CH:26]=[C:25]([CH3:29])[N:24]=2)=[N:17][C:18]([CH3:22])=[C:19]([CH3:21])[CH:20]=1.C(=O)([O-])[O-].[K+].[K+].[CH2:36]([CH:38]1[O:40][CH2:39]1)Br.O. (4) Given the product [Cl:1][C:2]1[C:3]2[CH:10]=[CH:9][N:8]([CH:11]([O:15][CH2:16][CH3:17])[O:12][CH2:13][CH3:14])[C:4]=2[N:5]=[CH:6][N:7]=1, predict the reactants needed to synthesize it. The reactants are: [Cl:1][C:2]1[C:3]2[CH:10]=[CH:9][NH:8][C:4]=2[N:5]=[CH:6][N:7]=1.[CH:11](OCC)([O:15][CH2:16][CH3:17])[O:12][CH2:13][CH3:14]. (5) Given the product [CH2:19]([C:4]1([C:5]([O:7][CH2:8][CH3:9])=[O:6])[CH2:3][CH2:2][NH:1][CH2:11][CH2:10]1)[CH2:20][CH2:21][CH3:22], predict the reactants needed to synthesize it. The reactants are: [NH:1]1[CH2:11][CH2:10][CH:4]([C:5]([O:7][CH2:8][CH3:9])=[O:6])[CH2:3][CH2:2]1.C(=O)([O-])[O-].[K+].[K+].Br[CH2:19][CH2:20][CH2:21][CH3:22]. (6) Given the product [CH2:4]([C:6]1[C:14]2[C:9](=[CH:10][C:11]([C:15](=[O:16])[CH3:1])=[CH:12][CH:13]=2)[N:8]([CH2:21][O:22][CH2:23][CH2:24][Si:25]([CH3:26])([CH3:27])[CH3:28])[N:7]=1)[CH3:5], predict the reactants needed to synthesize it. The reactants are: [CH3:1][Mg]Cl.[CH2:4]([C:6]1[C:14]2[C:9](=[CH:10][C:11]([C:15](N(OC)C)=[O:16])=[CH:12][CH:13]=2)[N:8]([CH2:21][O:22][CH2:23][CH2:24][Si:25]([CH3:28])([CH3:27])[CH3:26])[N:7]=1)[CH3:5]. (7) Given the product [CH:1]([O:4][C:5]([N:7]1[CH2:12][CH2:11][CH:10]([O:13][C@@H:14]([C:16]2[N:20]=[C:19]([C:21]3[CH:22]=[N:23][C:24]([N:37]4[CH2:38][C@H:39]([C:40]5[CH:45]=[C:44]([F:46])[CH:43]=[CH:42][C:41]=5[F:47])[C@@H:35]([NH2:34])[CH2:36]4)=[N:25][CH:26]=3)[O:18][N:17]=2)[CH3:15])[CH2:9][CH2:8]1)=[O:6])([CH3:3])[CH3:2], predict the reactants needed to synthesize it. The reactants are: [CH:1]([O:4][C:5]([N:7]1[CH2:12][CH2:11][CH:10]([O:13][C@@H:14]([C:16]2[N:20]=[C:19]([C:21]3[CH:22]=[N:23][C:24](Cl)=[N:25][CH:26]=3)[O:18][N:17]=2)[CH3:15])[CH2:9][CH2:8]1)=[O:6])([CH3:3])[CH3:2].C(OC(=O)[NH:34][C@@H:35]1[C@@H:39]([C:40]2[CH:45]=[C:44]([F:46])[CH:43]=[CH:42][C:41]=2[F:47])[CH2:38][NH:37][CH2:36]1)(C)(C)C.C(O)(C(F)(F)F)=O. (8) Given the product [F:1][C:2]1[C:7]([C:8]2[CH:13]=[CH:12][C:11]([OH:14])=[CH:10][CH:9]=2)=[N:6][CH:5]=[C:4]([CH:3]=1)[C:15]([NH2:30])=[O:29], predict the reactants needed to synthesize it. The reactants are: [F:1][C:2]1[CH:3]=[C:4]([C:15](=[O:29])SCCCCCCCCCCCC)[CH:5]=[N:6][C:7]=1[C:8]1[CH:13]=[CH:12][C:11]([OH:14])=[CH:10][CH:9]=1.[NH3:30].Cl. (9) Given the product [Cl:28][CH2:29][C:30]([NH:18][CH:15]1[CH2:16][CH2:17][N:12]([CH2:11][C:6]2[CH:7]=[CH:8][C:9]([F:10])=[C:4]([F:3])[CH:5]=2)[CH2:13][CH2:14]1)=[O:31], predict the reactants needed to synthesize it. The reactants are: Cl.Cl.[F:3][C:4]1[CH:5]=[C:6]([CH2:11][N:12]2[CH2:17][CH2:16][CH:15]([NH2:18])[CH2:14][CH2:13]2)[CH:7]=[CH:8][C:9]=1[F:10].C(N(C(C)C)CC)(C)C.[Cl:28][CH2:29][C:30](Cl)=[O:31].O. (10) Given the product [F:32][CH2:31][O:18][C:15]1[CH:16]=[CH:17][C:12]([C:10]2[N:11]=[C:5]3[CH:4]=[C:3]([N:2]([CH3:19])[CH3:1])[CH:8]=[CH:7][N:6]3[CH:9]=2)=[CH:13][CH:14]=1, predict the reactants needed to synthesize it. The reactants are: [CH3:1][N:2]([CH3:19])[C:3]1[CH:8]=[CH:7][N:6]2[CH:9]=[C:10]([C:12]3[CH:17]=[CH:16][C:15]([OH:18])=[CH:14][CH:13]=3)[N:11]=[C:5]2[CH:4]=1.CC1C=CC(S(O[CH2:31][F:32])(=O)=O)=CC=1.